From a dataset of Peptide-MHC class II binding affinity with 134,281 pairs from IEDB. Regression. Given a peptide amino acid sequence and an MHC pseudo amino acid sequence, predict their binding affinity value. This is MHC class II binding data. The peptide sequence is KIVSLIKNLLVALKD. The MHC is DRB3_0101 with pseudo-sequence DRB3_0101. The binding affinity (normalized) is 0.131.